Dataset: NCI-60 drug combinations with 297,098 pairs across 59 cell lines. Task: Regression. Given two drug SMILES strings and cell line genomic features, predict the synergy score measuring deviation from expected non-interaction effect. (1) Synergy scores: CSS=35.0, Synergy_ZIP=-2.66, Synergy_Bliss=-4.26, Synergy_Loewe=-23.3, Synergy_HSA=-5.33. Cell line: SF-268. Drug 2: C1CNP(=O)(OC1)N(CCCl)CCCl. Drug 1: C1=CC(=CC=C1CCCC(=O)O)N(CCCl)CCCl. (2) Drug 1: C1=C(C(=O)NC(=O)N1)F. Drug 2: CC1C(C(CC(O1)OC2CC(CC3=C2C(=C4C(=C3O)C(=O)C5=C(C4=O)C(=CC=C5)OC)O)(C(=O)CO)O)N)O.Cl. Cell line: NCI-H522. Synergy scores: CSS=58.3, Synergy_ZIP=1.42, Synergy_Bliss=1.85, Synergy_Loewe=-2.50, Synergy_HSA=4.14. (3) Drug 1: C1=CC(=CC=C1CC(C(=O)O)N)N(CCCl)CCCl.Cl. Drug 2: CN1C2=C(C=C(C=C2)N(CCCl)CCCl)N=C1CCCC(=O)O.Cl. Cell line: OVCAR3. Synergy scores: CSS=16.8, Synergy_ZIP=-4.56, Synergy_Bliss=-0.921, Synergy_Loewe=-8.58, Synergy_HSA=-2.29. (4) Drug 1: CC1=C2C(C(=O)C3(C(CC4C(C3C(C(C2(C)C)(CC1OC(=O)C(C(C5=CC=CC=C5)NC(=O)OC(C)(C)C)O)O)OC(=O)C6=CC=CC=C6)(CO4)OC(=O)C)OC)C)OC. Drug 2: C1CC(=O)NC(=O)C1N2CC3=C(C2=O)C=CC=C3N. Cell line: EKVX. Synergy scores: CSS=20.0, Synergy_ZIP=-12.3, Synergy_Bliss=-12.1, Synergy_Loewe=-63.4, Synergy_HSA=-9.37.